Dataset: Forward reaction prediction with 1.9M reactions from USPTO patents (1976-2016). Task: Predict the product of the given reaction. (1) Given the reactants C(N(CC)CC)C.[C:8](Cl)(=[O:12])[CH2:9][CH2:10][CH3:11].[C:14]1([S:20]([NH:23][C:24](=[O:46])[C:25]2[CH:30]=[CH:29][C:28]([NH2:31])=[C:27]([NH:32][CH2:33][C:34]3[CH:39]=[CH:38][C:37]([C:40]4[CH:45]=[CH:44][CH:43]=[CH:42][CH:41]=4)=[CH:36][CH:35]=3)[CH:26]=2)(=[O:22])=[O:21])[CH:19]=[CH:18][CH:17]=[CH:16][CH:15]=1, predict the reaction product. The product is: [C:14]1([S:20]([NH:23][C:24](=[O:46])[C:25]2[CH:30]=[CH:29][C:28]([NH:31][C:8](=[O:12])[CH2:9][CH2:10][CH3:11])=[C:27]([NH:32][CH2:33][C:34]3[CH:39]=[CH:38][C:37]([C:40]4[CH:41]=[CH:42][CH:43]=[CH:44][CH:45]=4)=[CH:36][CH:35]=3)[CH:26]=2)(=[O:21])=[O:22])[CH:15]=[CH:16][CH:17]=[CH:18][CH:19]=1. (2) Given the reactants [CH2:1]([O:8][C:9]1[CH:10]=[CH:11][C:12]([C@@H:20]([O:37][Si:38]([C:41]([CH3:44])([CH3:43])[CH3:42])([CH3:40])[CH3:39])[CH2:21][NH:22][CH2:23][CH:24]2[CH2:29][CH2:28][N:27]([CH2:30][C:31]3[CH:36]=[CH:35][CH:34]=[CH:33][CH:32]=3)[CH2:26][CH2:25]2)=[C:13]2[C:18]=1[NH:17][C:16](=[O:19])[CH:15]=[CH:14]2)[C:2]1[CH:7]=[CH:6][CH:5]=[CH:4][CH:3]=1.[C:45]([O:49][C:50](O[C:50]([O:49][C:45]([CH3:48])([CH3:47])[CH3:46])=[O:51])=[O:51])([CH3:48])([CH3:47])[CH3:46], predict the reaction product. The product is: [CH2:1]([O:8][C:9]1[CH:10]=[CH:11][C:12]([C@@H:20]([O:37][Si:38]([C:41]([CH3:44])([CH3:43])[CH3:42])([CH3:39])[CH3:40])[CH2:21][N:22]([CH2:23][CH:24]2[CH2:29][CH2:28][N:27]([CH2:30][C:31]3[CH:36]=[CH:35][CH:34]=[CH:33][CH:32]=3)[CH2:26][CH2:25]2)[C:50](=[O:51])[O:49][C:45]([CH3:48])([CH3:47])[CH3:46])=[C:13]2[C:18]=1[NH:17][C:16](=[O:19])[CH:15]=[CH:14]2)[C:2]1[CH:7]=[CH:6][CH:5]=[CH:4][CH:3]=1. (3) Given the reactants [Cl:1][C:2]1[CH:8]=[CH:7][CH:6]=[CH:5][C:3]=1[NH2:4].Cl[C:10]1[C:15]([N+:16]([O-:18])=[O:17])=[CH:14][CH:13]=[C:12]([Cl:19])[N:11]=1, predict the reaction product. The product is: [Cl:19][C:12]1[N:11]=[C:10]([NH:4][C:3]2[CH:5]=[CH:6][CH:7]=[CH:8][C:2]=2[Cl:1])[C:15]([N+:16]([O-:18])=[O:17])=[CH:14][CH:13]=1. (4) Given the reactants [CH3:1][Si:2]([CH3:16])([CH3:15])[O:3][C@H:4]1[C@@H:7]([C:8]2[CH:13]=[CH:12][CH:11]=[CH:10][CH:9]=2)[NH:6][C:5]1=[O:14].C(N(CC)CC)C.[C:24]([O:28][C:29](O[C:29]([O:28][C:24]([CH3:27])([CH3:26])[CH3:25])=[O:30])=[O:30])([CH3:27])([CH3:26])[CH3:25].C(OCC)(=O)C, predict the reaction product. The product is: [C:24]([O:28][C:29]([N:6]1[C@H:7]([C:8]2[CH:13]=[CH:12][CH:11]=[CH:10][CH:9]=2)[C@H:4]([O:3][Si:2]([CH3:16])([CH3:15])[CH3:1])[C:5]1=[O:14])=[O:30])([CH3:27])([CH3:26])[CH3:25]. (5) Given the reactants [C:1]([C:4]1[CH:8]=[CH:7][S:6][CH:5]=1)(=[O:3])[CH3:2].CO[CH:11](OC)[N:12]([CH3:14])[CH3:13], predict the reaction product. The product is: [CH3:11][N:12]([CH3:14])[CH:13]=[CH:2][C:1]([C:4]1[CH:8]=[CH:7][S:6][CH:5]=1)=[O:3]. (6) The product is: [C:31]([O:35][CH2:29][C:3]1[C:2]([Cl:1])=[CH:28][C:6]2[N:7]([C:12]3[CH:17]=[CH:16][C:15]([CH2:18][CH2:19][O:20][Si:21]([C:24]([CH3:27])([CH3:26])[CH3:25])([CH3:22])[CH3:23])=[CH:14][CH:13]=3)[C:8]([CH2:10][CH3:11])=[N:9][C:5]=2[CH:4]=1)(=[O:34])[CH2:32][CH3:33]. Given the reactants [Cl:1][C:2]1[C:3]([CH2:29]Cl)=[CH:4][C:5]2[N:9]=[C:8]([CH2:10][CH3:11])[N:7]([C:12]3[CH:17]=[CH:16][C:15]([CH2:18][CH2:19][O:20][Si:21]([C:24]([CH3:27])([CH3:26])[CH3:25])([CH3:23])[CH3:22])=[CH:14][CH:13]=3)[C:6]=2[CH:28]=1.[C:31]([OH:35])(=[O:34])[CH2:32][CH3:33].C([O-])(O)=O.[Na+].O, predict the reaction product. (7) Given the reactants [C:1]([CH:5]([C:11]([O:13][CH2:14][CH3:15])=[O:12])[C:6]([O:8][CH2:9][CH3:10])=[O:7])(=O)[CH2:2][CH3:3].P(Cl)(Cl)([Cl:18])=O.C(N(CCCC)CCCC)CCC, predict the reaction product. The product is: [CH2:9]([O:8][C:6](=[O:7])[C:5](=[C:1]([Cl:18])[CH2:2][CH3:3])[C:11]([O:13][CH2:14][CH3:15])=[O:12])[CH3:10].